Task: Predict the reaction yield, written as a fraction of the theoretical maximum amount of product (1.0 means a 100% yield; for example, 0.34 means a 34% yield).. Dataset: Reaction yield outcomes from USPTO patents with 853,638 reactions (1) The reactants are [C:1]([O:8][CH2:9][CH3:10])(=[O:7])[C:2]([O:4]CC)=O.[C:11]1([CH3:17])[CH:16]=[CH:15][CH:14]=[CH:13]C=1. No catalyst specified. The product is [CH2:9]([O:8][C:1](=[O:7])[C:2](=[O:4])[CH2:17][CH:11]1[CH2:13][CH2:14][CH2:15][CH2:16]1)[CH3:10]. The yield is 0.510. (2) The reactants are [C:1]([O:5][C:6]([NH:8][CH:9]1[CH2:12][NH:11][CH2:10]1)=[O:7])([CH3:4])([CH3:3])[CH3:2].Br[C:14]1[S:15][C:16]([C:19]([O:21][CH2:22][CH3:23])=[O:20])=[CH:17][N:18]=1.C(N(C(C)C)CC)(C)C. The catalyst is CN(C=O)C.C(OCC)(=O)C. The product is [C:1]([O:5][C:6]([NH:8][CH:9]1[CH2:10][N:11]([C:14]2[S:15][C:16]([C:19]([O:21][CH2:22][CH3:23])=[O:20])=[CH:17][N:18]=2)[CH2:12]1)=[O:7])([CH3:4])([CH3:2])[CH3:3]. The yield is 0.600.